Dataset: Reaction yield outcomes from USPTO patents with 853,638 reactions. Task: Predict the reaction yield, written as a fraction of the theoretical maximum amount of product (1.0 means a 100% yield; for example, 0.34 means a 34% yield). The reactants are [OH:1][C:2]1[CH:7]=[CH:6][C:5]([C:8]([C:10]2[CH:15]=[CH:14][C:13]([OH:16])=[CH:12][CH:11]=2)=O)=[CH:4][CH:3]=1.[C:17]([C:22]1[CH:27]=[CH:26][C:25]([O:28][CH2:29][CH2:30][CH2:31][C:32]([O:34][CH2:35][CH3:36])=[O:33])=[C:24]([O:37][CH3:38])[CH:23]=1)(=O)[CH2:18][CH2:19]C. The catalyst is Cl[Ti](Cl)(Cl)Cl. The product is [CH2:18]([C:17]([C:22]1[CH:27]=[CH:26][C:25]([O:28][CH2:29][CH2:30][CH2:31][C:32]([O:34][CH2:35][CH3:36])=[O:33])=[C:24]([O:37][CH3:38])[CH:23]=1)=[C:8]([C:10]1[CH:15]=[CH:14][C:13]([OH:16])=[CH:12][CH:11]=1)[C:5]1[CH:6]=[CH:7][C:2]([OH:1])=[CH:3][CH:4]=1)[CH3:19]. The yield is 0.890.